Dataset: Catalyst prediction with 721,799 reactions and 888 catalyst types from USPTO. Task: Predict which catalyst facilitates the given reaction. (1) Reactant: C(OC([N:8]1[CH2:13][CH2:12][CH:11]([S:14]([C:17]2[CH:22]=[CH:21][C:20]([NH:23][C:24]3[N:29]=[CH:28][C:27]([CH:30]=[CH:31][C:32]4[CH:37]=[C:36]([O:38]C)[CH:35]=[CH:34][C:33]=4[Cl:40])=[CH:26][N:25]=3)=[CH:19][CH:18]=2)(=[O:16])=[O:15])[CH2:10][CH2:9]1)=O)(C)(C)C.B(Br)(Br)Br. Product: [Cl:40][C:33]1[CH:34]=[CH:35][C:36]([OH:38])=[CH:37][C:32]=1[CH:31]=[CH:30][C:27]1[CH:26]=[N:25][C:24]([NH:23][C:20]2[CH:19]=[CH:18][C:17]([S:14]([CH:11]3[CH2:12][CH2:13][NH:8][CH2:9][CH2:10]3)(=[O:15])=[O:16])=[CH:22][CH:21]=2)=[N:29][CH:28]=1. The catalyst class is: 2. (2) Reactant: [Br:1][C:2]1[CH:3]=[CH:4][C:5]([F:19])=[C:6]([C@:8]2([CH3:18])[C:14]([F:16])([F:15])[CH2:13][O:12][CH2:11][C:10]([NH2:17])=[N:9]2)[CH:7]=1.C(N(CC)CC)C.[CH3:27][O:28][C:29]1[CH:34]=[CH:33][C:32]([C:35](Cl)([C:42]2[CH:47]=[CH:46][C:45]([O:48][CH3:49])=[CH:44][CH:43]=2)[C:36]2[CH:41]=[CH:40][CH:39]=[CH:38][CH:37]=2)=[CH:31][CH:30]=1. Product: [CH3:49][O:48][C:45]1[CH:44]=[CH:43][C:42]([C:35]([C:32]2[CH:31]=[CH:30][C:29]([O:28][CH3:27])=[CH:34][CH:33]=2)([C:36]2[CH:41]=[CH:40][CH:39]=[CH:38][CH:37]=2)[NH:17][C:10]2[CH2:11][O:12][CH2:13][C:14]([F:16])([F:15])[C@:8]([C:6]3[CH:7]=[C:2]([Br:1])[CH:3]=[CH:4][C:5]=3[F:19])([CH3:18])[N:9]=2)=[CH:47][CH:46]=1. The catalyst class is: 4. (3) Reactant: [Cl:1][C:2]1[C:10]2[CH2:11][CH2:12][N:13]([CH3:16])[CH2:14][CH2:15][N:8]3[C:9]=2[C:5]([C:6]2[CH2:21][CH2:20][CH2:19][CH2:18][CH2:17][C:7]=23)=[CH:4][CH:3]=1.C([BH3-])#N.[Na+]. Product: [Cl:1][C:2]1[C:10]2[CH2:11][CH2:12][N:13]([CH3:16])[CH2:14][CH2:15][N:8]3[C:9]=2[C:5]([CH:6]2[CH2:21][CH2:20][CH2:19][CH2:18][CH2:17][CH:7]23)=[CH:4][CH:3]=1. The catalyst class is: 15. (4) Product: [CH3:1][O:2][C:3]([C:5]1[C:13]2[N:12]=[C:11]([NH:14][C:28]([C:20]3[N:19]=[CH:18][C:27]4[C:22]([CH:21]=3)=[CH:23][CH:24]=[CH:25][CH:26]=4)=[O:29])[NH:10][C:9]=2[CH:8]=[C:7]([C:15]#[N:16])[CH:6]=1)=[O:4]. Reactant: [CH3:1][O:2][C:3]([C:5]1[C:13]2[N:12]=[C:11]([NH2:14])[NH:10][C:9]=2[CH:8]=[C:7]([C:15]#[N:16])[CH:6]=1)=[O:4].O.[CH:18]1[C:27]2[C:22](=[CH:23][CH:24]=[CH:25][CH:26]=2)[CH:21]=[C:20]([C:28](O)=[O:29])[N:19]=1.CN(C(ON1N=NC2C=CC=CC1=2)=[N+](C)C)C.F[P-](F)(F)(F)(F)F.CCN(C(C)C)C(C)C. The catalyst class is: 3.